Dataset: NCI-60 drug combinations with 297,098 pairs across 59 cell lines. Task: Regression. Given two drug SMILES strings and cell line genomic features, predict the synergy score measuring deviation from expected non-interaction effect. (1) Drug 1: CCN(CC)CCNC(=O)C1=C(NC(=C1C)C=C2C3=C(C=CC(=C3)F)NC2=O)C. Drug 2: COC1=C2C(=CC3=C1OC=C3)C=CC(=O)O2. Cell line: 786-0. Synergy scores: CSS=1.49, Synergy_ZIP=-0.665, Synergy_Bliss=-0.511, Synergy_Loewe=-1.27, Synergy_HSA=-1.37. (2) Drug 1: CCC1(CC2CC(C3=C(CCN(C2)C1)C4=CC=CC=C4N3)(C5=C(C=C6C(=C5)C78CCN9C7C(C=CC9)(C(C(C8N6C)(C(=O)OC)O)OC(=O)C)CC)OC)C(=O)OC)O.OS(=O)(=O)O. Drug 2: COC1=NC(=NC2=C1N=CN2C3C(C(C(O3)CO)O)O)N. Cell line: ACHN. Synergy scores: CSS=-4.32, Synergy_ZIP=0.202, Synergy_Bliss=-1.83, Synergy_Loewe=-4.15, Synergy_HSA=-3.90. (3) Drug 1: CC(CN1CC(=O)NC(=O)C1)N2CC(=O)NC(=O)C2. Drug 2: CC(C)NC(=O)C1=CC=C(C=C1)CNNC.Cl. Cell line: TK-10. Synergy scores: CSS=3.26, Synergy_ZIP=-2.37, Synergy_Bliss=0.0130, Synergy_Loewe=-4.08, Synergy_HSA=-2.03. (4) Drug 1: C1=C(C(=O)NC(=O)N1)F. Drug 2: CN1C2=C(C=C(C=C2)N(CCCl)CCCl)N=C1CCCC(=O)O.Cl. Cell line: HCT116. Synergy scores: CSS=28.5, Synergy_ZIP=-2.85, Synergy_Bliss=-9.17, Synergy_Loewe=-27.0, Synergy_HSA=-10.1. (5) Drug 1: C1=C(C(=O)NC(=O)N1)N(CCCl)CCCl. Drug 2: C1C(C(OC1N2C=C(C(=O)NC2=O)F)CO)O. Cell line: 786-0. Synergy scores: CSS=27.4, Synergy_ZIP=-2.56, Synergy_Bliss=-5.51, Synergy_Loewe=-4.49, Synergy_HSA=-3.01.